Dataset: Full USPTO retrosynthesis dataset with 1.9M reactions from patents (1976-2016). Task: Predict the reactants needed to synthesize the given product. (1) Given the product [NH:6]1[CH2:7][CH:8]=[C:9]([C:11]2[CH:37]=[CH:36][C:14]3[N:15]([CH2:18][C:19]4[CH:35]=[CH:34][C:22]5[N:23]=[C:24]([NH:26][C@@H:27]6[CH2:32][CH2:31][CH2:30][CH2:29][C@H:28]6[OH:33])[S:25][C:21]=5[CH:20]=4)[CH:16]=[N:17][C:13]=3[CH:12]=2)[CH2:10][CH2:5]1, predict the reactants needed to synthesize it. The reactants are: C([C:5]1[CH:10]=[C:9]([C:11]2[CH:37]=[CH:36][C:14]3[N:15]([CH2:18][C:19]4[CH:35]=[CH:34][C:22]5[N:23]=[C:24]([NH:26][C@@H:27]6[CH2:32][CH2:31][CH2:30][CH2:29][C@H:28]6[OH:33])[S:25][C:21]=5[CH:20]=4)[CH:16]=[N:17][C:13]=3[CH:12]=2)[CH2:8][CH2:7][N:6]=1)(C)(C)C.Cl. (2) Given the product [CH3:1][O:2][C:35]([C:13]1[N:12]=[C:11]([C:7]2[CH:8]=[N:9][CH:10]=[C:5]([Cl:4])[CH:6]=2)[C:16]2[N:17]([CH2:27][C@H:28]3[CH2:33][CH2:32][C@H:31]([CH3:34])[CH2:30][CH2:29]3)[C:18]([N:20]3[CH2:24][CH2:23][CH2:22][C@H:21]3[CH2:25][F:26])=[N:19][C:15]=2[CH:14]=1)=[NH:36], predict the reactants needed to synthesize it. The reactants are: [CH3:1][O-:2].[Na+].[Cl:4][C:5]1[CH:6]=[C:7]([C:11]2[C:16]3[N:17]([CH2:27][C@H:28]4[CH2:33][CH2:32][C@H:31]([CH3:34])[CH2:30][CH2:29]4)[C:18]([N:20]4[CH2:24][CH2:23][CH2:22][C@H:21]4[CH2:25][F:26])=[N:19][C:15]=3[CH:14]=[C:13]([C:35]#[N:36])[N:12]=2)[CH:8]=[N:9][CH:10]=1.